This data is from Forward reaction prediction with 1.9M reactions from USPTO patents (1976-2016). The task is: Predict the product of the given reaction. (1) Given the reactants [C:1]1([C:7]2[CH:12]=[CH:11][N:10]=[C:9]([N:13]3[CH2:20][CH:19]4[CH:15]([CH2:16][NH:17][CH2:18]4)[CH2:14]3)[N:8]=2)[CH:6]=[CH:5][CH:4]=[CH:3][CH:2]=1.[CH3:21][O:22][C:23]1[CH:31]=[CH:30][CH:29]=[C:28]([O:32][CH3:33])[C:24]=1[C:25](O)=[O:26], predict the reaction product. The product is: [CH3:33][O:32][C:28]1[CH:29]=[CH:30][CH:31]=[C:23]([O:22][CH3:21])[C:24]=1[C:25]([N:17]1[CH2:16][CH:15]2[CH:19]([CH2:20][N:13]([C:9]3[N:8]=[C:7]([C:1]4[CH:2]=[CH:3][CH:4]=[CH:5][CH:6]=4)[CH:12]=[CH:11][N:10]=3)[CH2:14]2)[CH2:18]1)=[O:26]. (2) Given the reactants [H-].[Na+].[CH2:3]([OH:8])/[CH:4]=[CH:5]\[CH2:6][OH:7].[C:9]([Si:13](Cl)([CH3:15])[CH3:14])([CH3:12])([CH3:11])[CH3:10].N1C=CC=CC=1.[C:23](Cl)(=[O:27])[CH:24]([CH3:26])[CH3:25], predict the reaction product. The product is: [C:9]([Si:13]([CH3:15])([CH3:14])[O:7][CH2:6][CH:5]=[CH:4][CH2:3][O:8][C:23](=[O:27])[CH:24]([CH3:26])[CH3:25])([CH3:12])([CH3:11])[CH3:10].